Dataset: Full USPTO retrosynthesis dataset with 1.9M reactions from patents (1976-2016). Task: Predict the reactants needed to synthesize the given product. (1) Given the product [NH2:62][C@H:63]([C:68]([O:1][C@@H:2]1[C:10]2[C:5](=[CH:6][CH:7]=[CH:8][CH:9]=2)[CH2:4][C@@:3]1([CH2:20][C:21]1[CH:29]=[CH:28][C:24]([C:25]([OH:27])=[O:26])=[CH:23][CH:22]=1)[C:11]1[CH2:12][C:13]2[C:18]([CH:19]=1)=[CH:17][CH:16]=[CH:15][CH:14]=2)=[O:69])[C@H:64]([CH2:66][CH3:67])[CH3:65], predict the reactants needed to synthesize it. The reactants are: [OH:1][C@@H:2]1[C:10]2[C:5](=[CH:6][CH:7]=[CH:8][CH:9]=2)[CH2:4][C@@:3]1([CH2:20][C:21]1[CH:29]=[CH:28][C:24]([C:25]([OH:27])=[O:26])=[CH:23][CH:22]=1)[C:11]1[CH2:12][C:13]2[C:18]([CH:19]=1)=[CH:17][CH:16]=[CH:15][CH:14]=2.C1CCC(N=C=NC2CCCCC2)CC1.C1C2C(COC([NH:62][C@H:63]([C:68](O)=[O:69])[C@H:64]([CH2:66][CH3:67])[CH3:65])=O)C3C(=CC=CC=3)C=2C=CC=1. (2) Given the product [Cl:1][C:2]1[CH:3]=[C:4]([C:12]2([C:28]([F:31])([F:29])[F:30])[O:16][N:15]=[C:14]([C:17]3[CH:22]=[CH:21][C:20]([C:23]4([F:27])[CH2:26][N:25]([S:39]([CH3:42])(=[O:41])=[O:40])[CH2:24]4)=[CH:19][CH:18]=3)[CH2:13]2)[CH:5]=[C:6]([C:8]([F:11])([F:10])[F:9])[CH:7]=1, predict the reactants needed to synthesize it. The reactants are: [Cl:1][C:2]1[CH:3]=[C:4]([C:12]2([C:28]([F:31])([F:30])[F:29])[O:16][N:15]=[C:14]([C:17]3[CH:22]=[CH:21][C:20]([C:23]4([F:27])[CH2:26][NH:25][CH2:24]4)=[CH:19][CH:18]=3)[CH2:13]2)[CH:5]=[C:6]([C:8]([F:11])([F:10])[F:9])[CH:7]=1.C(N(CC)CC)C.[S:39](Cl)([CH3:42])(=[O:41])=[O:40]. (3) Given the product [Cl:19][C:4]1[N:3]=[C:2]([C:23]2[CH:24]=[N:25][CH:26]=[C:21]([Cl:20])[CH:22]=2)[C:7]2[N:8]([CH2:11][C@H:12]3[CH2:17][CH2:16][C@H:15]([CH3:18])[CH2:14][CH2:13]3)[CH:9]=[N:10][C:6]=2[CH:5]=1, predict the reactants needed to synthesize it. The reactants are: Cl[C:2]1[C:7]2[N:8]([CH2:11][C@H:12]3[CH2:17][CH2:16][C@H:15]([CH3:18])[CH2:14][CH2:13]3)[CH:9]=[N:10][C:6]=2[CH:5]=[C:4]([Cl:19])[N:3]=1.[Cl:20][C:21]1[CH:22]=[C:23](B(O)O)[CH:24]=[N:25][CH:26]=1.C(=O)([O-])[O-].[Cs+].[Cs+]. (4) Given the product [CH2:1]([O:5][C:6]([C:8]1[N:9]=[C:10]([C:32]#[N:34])[C:11]2[C:16]([C:17]=1[OH:18])=[CH:15][C:14]([O:19][C:20]1[CH:29]=[CH:28][C:23]3[N:24]=[C:25]([CH3:27])[O:26][C:22]=3[CH:21]=1)=[CH:13][CH:12]=2)=[O:7])[CH2:2][CH2:3][CH3:4], predict the reactants needed to synthesize it. The reactants are: [CH2:1]([O:5][C:6]([C:8]1[N:9]=[C:10](Cl)[C:11]2[C:16]([C:17]=1[OH:18])=[CH:15][C:14]([O:19][C:20]1[CH:29]=[CH:28][C:23]3[N:24]=[C:25]([CH3:27])[O:26][C:22]=3[CH:21]=1)=[CH:13][CH:12]=2)=[O:7])[CH2:2][CH2:3][CH3:4].C[C:32]([N:34](C)C)=O. (5) Given the product [CH3:11][N:8]1[C:7](=[O:9])[CH:6]=[CH:5][N:4]=[C:3]1[S:2][CH3:1], predict the reactants needed to synthesize it. The reactants are: [CH3:1][S:2][C:3]1[NH:8][C:7](=[O:9])[CH:6]=[CH:5][N:4]=1.[Li+].[CH3:11][Si]([N-][Si](C)(C)C)(C)C.CI. (6) Given the product [O:30]=[C:21]1[N:20]([C:17]2[CH:18]=[CH:19][C:14]([C:11]3[CH2:12][CH2:13][NH:8][CH2:9][CH:10]=3)=[CH:15][CH:16]=2)[CH2:24][C@H:23]([CH2:25][NH:26][C:27](=[O:29])[CH3:28])[O:22]1, predict the reactants needed to synthesize it. The reactants are: CC(OC([N:8]1[CH2:13][CH:12]=[C:11]([C:14]2[CH:19]=[CH:18][C:17]([N:20]3[CH2:24][C@H:23]([CH2:25][NH:26][C:27](=[O:29])[CH3:28])[O:22][C:21]3=[O:30])=[CH:16][CH:15]=2)[CH2:10][CH2:9]1)=O)(C)C.FC(F)(F)C(O)=O.C(=O)([O-])[O-].[K+].[K+]. (7) Given the product [Br:1][C:2]1[C:11]2[O:12][CH2:24][CH2:23][N:13]([CH2:14][CH2:15][CH2:16][CH3:17])[C:10]=2[CH:9]=[C:4]([C:5]([O:7][CH3:8])=[O:6])[CH:3]=1, predict the reactants needed to synthesize it. The reactants are: [Br:1][C:2]1[CH:3]=[C:4]([CH:9]=[C:10]([NH:13][CH2:14][CH2:15][CH2:16][CH3:17])[C:11]=1[OH:12])[C:5]([O:7][CH3:8])=[O:6].C(=O)(O)[O-].[Na+].[CH3:23][C:24](CC(C)C)=O.O.ClCC(Cl)=O. (8) Given the product [C:1]([OH:4])(=[O:3])[CH:2]([C:14]1[CH:13]=[CH:12][CH:11]=[CH:10][CH:9]=1)[OH:28].[Cl:8][C:9]1[CH:10]=[C:11]([C@H:16]2[C:25]3[C:20](=[CH:21][CH:22]=[CH:23][CH:24]=3)[C@@H:19]([NH:26][CH3:27])[CH2:18][CH2:17]2)[CH:12]=[CH:13][C:14]=1[Cl:15], predict the reactants needed to synthesize it. The reactants are: [C:1]([O:4]CC)(=[O:3])[CH3:2].Cl.[Cl:8][C:9]1[CH:10]=[C:11]([C@@H:16]2[C:25]3[C:20](=[CH:21][CH:22]=[CH:23][CH:24]=3)[C@H:19]([NH:26][CH3:27])[CH2:18][CH2:17]2)[CH:12]=[CH:13][C:14]=1[Cl:15].[OH-:28].[Na+]. (9) Given the product [C:19]([O:23][C:24](=[O:29])[NH:25][CH2:26][CH2:27][NH:28][C:2]1[C:11]2[C:6](=[CH:7][CH:8]=[CH:9][CH:10]=2)[N:5]=[C:4]([C:12]2[CH:17]=[CH:16][CH:15]=[CH:14][C:13]=2[OH:18])[CH:3]=1)([CH3:22])([CH3:20])[CH3:21], predict the reactants needed to synthesize it. The reactants are: Cl[C:2]1[C:11]2[C:6](=[CH:7][CH:8]=[CH:9][CH:10]=2)[N:5]=[C:4]([C:12]2[CH:17]=[CH:16][CH:15]=[CH:14][C:13]=2[OH:18])[CH:3]=1.[C:19]([O:23][C:24](=[O:29])[NH:25][CH2:26][CH2:27][NH2:28])([CH3:22])([CH3:21])[CH3:20].